Regression/Classification. Given a drug SMILES string, predict its absorption, distribution, metabolism, or excretion properties. Task type varies by dataset: regression for continuous measurements (e.g., permeability, clearance, half-life) or binary classification for categorical outcomes (e.g., BBB penetration, CYP inhibition). Dataset: b3db_classification. From a dataset of Blood-brain barrier permeability classification from the B3DB database. (1) The result is 1 (penetrates BBB). The molecule is CCOC(=O)C[C@@H](O)C[C@H](O)/C=C/C1=C(c2ccc(F)cc2)c2ccccc2OC12CCCC2. (2) The molecule is CN(C)C(=O)CCNc1ccc(Br)cc1. The result is 1 (penetrates BBB). (3) The drug is OC(c1ccccc1)(c1ccccc1)[C@H]1C[C@@H]1c1ccncc1. The result is 1 (penetrates BBB). (4) The drug is CNC(C)C(O)c1ccccc1. The result is 1 (penetrates BBB). (5) The drug is C1CCCCC1. The result is 1 (penetrates BBB).